From a dataset of Forward reaction prediction with 1.9M reactions from USPTO patents (1976-2016). Predict the product of the given reaction. (1) Given the reactants [C:1]([O:5][C:6]([NH:8][C@@H:9]([CH2:14][C:15]1[CH:20]=[CH:19][CH:18]=[CH:17][CH:16]=1)[C@H:10]([OH:13])[CH2:11]Cl)=[O:7])([CH3:4])([CH3:3])[CH3:2].C(=O)([O-])[O-].[K+].[K+], predict the reaction product. The product is: [C:1]([O:5][C:6]([NH:8][C@@H:9]([CH2:14][C:15]1[CH:20]=[CH:19][CH:18]=[CH:17][CH:16]=1)[C@@H:10]1[O:13][CH2:11]1)=[O:7])([CH3:4])([CH3:3])[CH3:2]. (2) Given the reactants [Br:1][C:2]1[CH:39]=[CH:38][C:5]([CH2:6][CH:7]([NH:27][C:28](=[O:37])[O:29][CH2:30][C:31]2[CH:36]=[CH:35][CH:34]=[CH:33][CH:32]=2)[CH2:8][C@H:9]([OH:26])[C@@H:10]([NH:18][C:19]([O:21][C:22]([CH3:25])([CH3:24])[CH3:23])=[O:20])[CH2:11][C:12]2[CH:17]=[CH:16][CH:15]=[CH:14][CH:13]=2)=[CH:4][CH:3]=1.C(N(CC)CC)C.CO[C:49](OC)([CH3:51])[CH3:50], predict the reaction product. The product is: [CH2:11]([C@H:10]1[C@H:9]([CH2:8][CH:7]([NH:27][C:28]([O:29][CH2:30][C:31]2[CH:36]=[CH:35][CH:34]=[CH:33][CH:32]=2)=[O:37])[CH2:6][C:5]2[CH:38]=[CH:39][C:2]([Br:1])=[CH:3][CH:4]=2)[O:26][C:49]([CH3:51])([CH3:50])[N:18]1[C:19]([O:21][C:22]([CH3:25])([CH3:24])[CH3:23])=[O:20])[C:12]1[CH:17]=[CH:16][CH:15]=[CH:14][CH:13]=1. (3) Given the reactants C([O:8][C:9](=[O:27])[C:10]1[CH:15]=[CH:14][C:13]([O:16][C:17]([C:20]([O:22][C:23]([CH3:26])([CH3:25])[CH3:24])=[O:21])([CH3:19])[CH3:18])=[CH:12][CH:11]=1)C1C=CC=CC=1, predict the reaction product. The product is: [C:23]([O:22][C:20]([C:17]([CH3:19])([O:16][C:13]1[CH:12]=[CH:11][C:10]([C:9]([OH:27])=[O:8])=[CH:15][CH:14]=1)[CH3:18])=[O:21])([CH3:24])([CH3:25])[CH3:26].